From a dataset of Retrosynthesis with 50K atom-mapped reactions and 10 reaction types from USPTO. Predict the reactants needed to synthesize the given product. (1) Given the product COc1cc2c(Oc3ccc4[nH]c(C)cc4c3F)ncnc2cc1OCCCN1CCN(C(C)=O)CC1, predict the reactants needed to synthesize it. The reactants are: CC(=O)N1CCNCC1.COc1cc2c(Oc3ccc4[nH]c(C)cc4c3F)ncnc2cc1OCCCBr. (2) Given the product O=C(CCC(=O)OCCCCCC(=O)OCc1ccccc1)CNC(=O)OCc1ccccc1, predict the reactants needed to synthesize it. The reactants are: O=C(CCCCCBr)OCc1ccccc1.O=C([O-])CCC(=O)CNC(=O)OCc1ccccc1. (3) Given the product O=C(c1nnn(Cc2cc(C(F)(F)F)cc(C(F)(F)F)c2)c1N1CCOCC1)N1CCCC1c1ccccc1Cl, predict the reactants needed to synthesize it. The reactants are: C1COCCN1.O=C(c1nnn(Cc2cc(C(F)(F)F)cc(C(F)(F)F)c2)c1Cl)N1CCC[C@H]1c1ccccc1Cl. (4) Given the product CCc1cc(=O)c2c([nH]1)CCN(C(=O)C(F)(F)F)C2, predict the reactants needed to synthesize it. The reactants are: CCc1cc(=O)c2c([nH]1)CCNC2.O=C(OC(=O)C(F)(F)F)C(F)(F)F. (5) Given the product CCOC(=O)C1=C(CBr)NC(c2ncccc2Cl)=NC1c1ccc(F)cc1Br, predict the reactants needed to synthesize it. The reactants are: CCOC(=O)C1=C(C)NC(c2ncccc2Cl)=NC1c1ccc(F)cc1Br.O=C1CCC(=O)N1Br.